Dataset: Catalyst prediction with 721,799 reactions and 888 catalyst types from USPTO. Task: Predict which catalyst facilitates the given reaction. (1) Reactant: [NH:1]1[CH2:9][CH2:8][CH:4]([C:5]([OH:7])=[O:6])[CH2:3][CH2:2]1.C(=O)([O-])[O-].[K+].[K+].[C:16]([O:20][C:21](O[C:21]([O:20][C:16]([CH3:19])([CH3:18])[CH3:17])=[O:22])=[O:22])([CH3:19])([CH3:18])[CH3:17]. Product: [C:16]([O:20][C:21]([N:1]1[CH2:9][CH2:8][CH:4]([C:5]([OH:7])=[O:6])[CH2:3][CH2:2]1)=[O:22])([CH3:19])([CH3:18])[CH3:17]. The catalyst class is: 90. (2) The catalyst class is: 1. Reactant: [CH3:1][NH:2][C:3]([C:5]1[C:6]([C:11]2[CH:16]=[CH:15][C:14]([C:17]([F:20])([F:19])[F:18])=[CH:13][CH:12]=2)=[CH:7][CH:8]=[CH:9][CH:10]=1)=O.[BH4-].[Na+].II.CO. Product: [CH3:1][NH:2][CH2:3][C:5]1[CH:10]=[CH:9][CH:8]=[CH:7][C:6]=1[C:11]1[CH:16]=[CH:15][C:14]([C:17]([F:18])([F:19])[F:20])=[CH:13][CH:12]=1. (3) Reactant: C1(O[C:8](=[O:25])[NH:9][C:10]2[CH:11]=[N:12][CH:13]=[C:14]([C:16]#[C:17][C:18]3[CH:19]=[N:20][C:21]([NH2:24])=[N:22][CH:23]=3)[CH:15]=2)C=CC=CC=1.[N:26]1([C:32]2[CH:39]=[CH:38][CH:37]=[CH:36][C:33]=2[CH2:34][NH2:35])[CH2:31][CH2:30][CH2:29][CH2:28][CH2:27]1.C(N(CC)CC)C. Product: [NH2:24][C:21]1[N:22]=[CH:23][C:18]([C:17]#[C:16][C:14]2[CH:15]=[C:10]([NH:9][C:8]([NH:35][CH2:34][C:33]3[CH:36]=[CH:37][CH:38]=[CH:39][C:32]=3[N:26]3[CH2:31][CH2:30][CH2:29][CH2:28][CH2:27]3)=[O:25])[CH:11]=[N:12][CH:13]=2)=[CH:19][N:20]=1. The catalyst class is: 3. (4) Reactant: CN1CCOCC1.C(Cl)CCl.C1C=CC2N(O)N=NC=2C=1.[C:22]([O:26][C:27]([NH:29][C@@H:30]([C:36]([OH:38])=O)[CH2:31][C:32]([CH3:35])([CH3:34])[CH3:33])=[O:28])([CH3:25])([CH3:24])[CH3:23].[CH3:39][O:40][C:41](=[O:51])[C@H:42]([CH2:44][C:45]1[CH:46]=[N:47][CH:48]=[CH:49][CH:50]=1)[NH2:43]. Product: [CH3:39][O:40][C:41](=[O:51])[C@H:42]([CH2:44][C:45]1[CH:46]=[N:47][CH:48]=[CH:49][CH:50]=1)[NH:43][C:36](=[O:38])[C@@H:30]([CH2:31][C:32]([CH3:33])([CH3:34])[CH3:35])[NH:29][C:27]([O:26][C:22]([CH3:23])([CH3:24])[CH3:25])=[O:28]. The catalyst class is: 4. (5) Reactant: [Br:1][C:2]1[CH:3]=[CH:4][C:5](F)=[C:6]([C:8](=O)[CH3:9])[CH:7]=1.[C:12]([N:14]=[C:15]([NH2:17])[NH2:16])#[N:13].C(=O)([O-])[O-].[K+].[K+]. Product: [Br:1][C:2]1[CH:7]=[C:6]2[C:5](=[CH:4][CH:3]=1)[N:17]=[C:15]([NH:14][C:12]#[N:13])[N:16]=[C:8]2[CH3:9]. The catalyst class is: 60. (6) The catalyst class is: 45. Reactant: [C:1]([O:5][C:6](=[O:18])[NH:7][C:8]1[CH:13]=[CH:12][C:11]([F:14])=[CH:10][C:9]=1[N+:15]([O-])=O)([CH3:4])([CH3:3])[CH3:2]. Product: [C:1]([O:5][C:6](=[O:18])[NH:7][C:8]1[CH:13]=[CH:12][C:11]([F:14])=[CH:10][C:9]=1[NH2:15])([CH3:4])([CH3:2])[CH3:3]. (7) Reactant: [Cl:1][C:2]1[C:10]2[C:5](=[CH:6][CH:7]=[C:8]([CH2:12][NH:13]C(=O)OC(C)(C)C)[C:9]=2[F:11])[NH:4][CH:3]=1.Cl. Product: [ClH:1].[Cl:1][C:2]1[C:10]2[C:5](=[CH:6][CH:7]=[C:8]([CH2:12][NH2:13])[C:9]=2[F:11])[NH:4][CH:3]=1. The catalyst class is: 25. (8) Reactant: [CH2:1]([N:8]1[C:15](=[O:16])[CH2:14][CH:13]2[CH2:17][CH:9]1[CH2:10][CH2:11][C:12]2=O)[C:2]1[CH:7]=[CH:6][CH:5]=[CH:4][CH:3]=1.[CH2:19]([NH2:22])[C:20]#[CH:21]. Product: [CH2:1]([N:8]1[C:15](=[O:16])[CH2:14][CH:13]2[CH2:17][CH:9]1[CH2:10][C:11]1[CH:21]=[CH:20][CH:19]=[N:22][C:12]=12)[C:2]1[CH:7]=[CH:6][CH:5]=[CH:4][CH:3]=1. The catalyst class is: 8. (9) Reactant: S(Cl)([Cl:4])(=O)=O.CS[S:8][CH3:9].[F:10][C:11]1[CH:19]=[CH:18][C:14]([C:15]([CH3:17])=[CH2:16])=[CH:13][CH:12]=1. Product: [Cl:4][CH2:16][C:15]([C:14]1[CH:18]=[CH:19][C:11]([F:10])=[CH:12][CH:13]=1)([CH3:17])[S:8][CH3:9]. The catalyst class is: 57.